From a dataset of Forward reaction prediction with 1.9M reactions from USPTO patents (1976-2016). Predict the product of the given reaction. (1) The product is: [Cl:1][C:2]1[CH:3]=[C:4]([C@@H:8]2[C@@H:13]([C:14]3[CH:19]=[CH:18][C:17]([Cl:20])=[CH:16][CH:15]=3)[N:12]([C@@H:41]([CH2:55][CH3:56])[CH2:42][O:43][CH2:44][C:45]3[CH:50]=[CH:49][C:48]([O:51][CH3:52])=[C:47]([O:53][CH3:54])[CH:46]=3)[C:11](=[O:21])[C@@H:10]([CH2:22][C:23]([O:25][C:26]([CH3:29])([CH3:28])[CH3:27])=[O:24])[O:9]2)[CH:5]=[CH:6][CH:7]=1. Given the reactants [Cl:1][C:2]1[CH:3]=[C:4]([C@@H:8]2[C@@H:13]([C:14]3[CH:19]=[CH:18][C:17]([Cl:20])=[CH:16][CH:15]=3)[NH:12][C:11](=[O:21])[C@@H:10]([CH2:22][C:23]([O:25][C:26]([CH3:29])([CH3:28])[CH3:27])=[O:24])[O:9]2)[CH:5]=[CH:6][CH:7]=1.BrC1C=CC(S(O[C@H:41]([CH2:55][CH3:56])[CH2:42][O:43][CH2:44][C:45]2[CH:50]=[CH:49][C:48]([O:51][CH3:52])=[C:47]([O:53][CH3:54])[CH:46]=2)(=O)=O)=CC=1.CC([O-])(C)C.[Na+].O1CCOCC1.O, predict the reaction product. (2) Given the reactants Cl[C:2]1[CH:7]=[C:6]([C:8]2[CH:13]=[CH:12][CH:11]=[C:10]([Cl:14])[CH:9]=2)[N:5]=[C:4]2[CH2:15][CH2:16][CH2:17][C:3]=12.[NH2:18][C:19]1[CH:24]=[CH:23][C:22]([CH2:25][C:26]([O:28][CH2:29][CH3:30])=[O:27])=[C:21]([F:31])[CH:20]=1, predict the reaction product. The product is: [Cl:14][C:10]1[CH:9]=[C:8]([C:6]2[N:5]=[C:4]3[CH2:15][CH2:16][CH2:17][C:3]3=[C:2]([NH:18][C:19]3[CH:24]=[CH:23][C:22]([CH2:25][C:26]([O:28][CH2:29][CH3:30])=[O:27])=[C:21]([F:31])[CH:20]=3)[CH:7]=2)[CH:13]=[CH:12][CH:11]=1. (3) Given the reactants Br[C:2]1[C:6]([Br:7])=[CH:5][Se:4][CH:3]=1.C1(P(C2C=CC=CC=2)C2C=CC=CC=2)C=CC=CC=1.[I-].C(NCC)C.[CH3:33][Si:34]([C:37]#[CH:38])([CH3:36])[CH3:35], predict the reaction product. The product is: [Br:7][C:6]1[C:2]([C:38]#[C:37][Si:34]([CH3:36])([CH3:35])[CH3:33])=[CH:3][Se:4][CH:5]=1. (4) The product is: [NH:9]1[C:17]2[C:12](=[CH:13][C:14]([C:2]3[CH2:7][CH2:6][CH2:5][C:4](=[O:8])[CH:3]=3)=[CH:15][CH:16]=2)[CH:11]=[CH:10]1. Given the reactants Br[C:2]1[CH2:7][CH2:6][CH2:5][C:4](=[O:8])[CH:3]=1.[NH:9]1[C:17]2[C:12](=[CH:13][C:14](B3OC(C)(C)C(C)(C)O3)=[CH:15][CH:16]=2)[CH:11]=[CH:10]1, predict the reaction product.